From a dataset of Forward reaction prediction with 1.9M reactions from USPTO patents (1976-2016). Predict the product of the given reaction. (1) Given the reactants [C:1]1([N:7]2[CH:11]=[CH:10][CH:9]=[N:8]2)[CH:6]=[CH:5][CH:4]=[CH:3][CH:2]=1.CCCCCC.C([Li])CCC.[CH3:23][O:24][CH2:25][CH:26]1[CH2:28][O:27]1.Cl, predict the reaction product. The product is: [CH3:23][O:24][CH2:25][CH:26]([OH:27])[CH2:28][C:11]1[N:7]([C:1]2[CH:2]=[CH:3][CH:4]=[CH:5][CH:6]=2)[N:8]=[CH:9][CH:10]=1. (2) Given the reactants [C:1]([O:5][C:6]([N:8]1[C@H:12]([CH2:13][C:14]2[CH:19]=[CH:18][C:17]([C:20]3[CH:25]=[CH:24][CH:23]=[CH:22][CH:21]=3)=[CH:16][CH:15]=2)[CH2:11]/[C:10](=[CH:26]\N(C(C)C)C(C)C)/[C:9]1=[O:34])=[O:7])([CH3:4])([CH3:3])[CH3:2].C1COCC1.C(O[BH-](OC(=O)C)OC(=O)C)(=O)C.[Na+], predict the reaction product. The product is: [C:1]([O:5][C:6]([N:8]1[C@H:12]([CH2:13][C:14]2[CH:15]=[CH:16][C:17]([C:20]3[CH:21]=[CH:22][CH:23]=[CH:24][CH:25]=3)=[CH:18][CH:19]=2)[CH2:11][C:10](=[CH2:26])[C:9]1=[O:34])=[O:7])([CH3:4])([CH3:3])[CH3:2]. (3) Given the reactants [C:1]([NH2:5])([CH3:4])([CH3:3])[CH3:2].[C:6](#[N:9])[CH:7]=[CH2:8], predict the reaction product. The product is: [C:1]([NH:5][CH2:8][CH2:7][C:6]#[N:9])([CH3:4])([CH3:3])[CH3:2].